Dataset: Catalyst prediction with 721,799 reactions and 888 catalyst types from USPTO. Task: Predict which catalyst facilitates the given reaction. (1) Reactant: [CH2:1]([O:8][CH2:9][CH2:10][C@@H:11]1[C:15]2[N:16](S(C3C=CC(C)=CC=3)(=O)=O)[CH:17]=[CH:18][C:14]=2[C:13](=[O:29])[NH:12]1)[C:2]1[CH:7]=[CH:6][CH:5]=[CH:4][CH:3]=1.C([O-])([O-])=O.[K+].[K+]. Product: [CH2:1]([O:8][CH2:9][CH2:10][C@@H:11]1[C:15]2[NH:16][CH:17]=[CH:18][C:14]=2[C:13](=[O:29])[NH:12]1)[C:2]1[CH:3]=[CH:4][CH:5]=[CH:6][CH:7]=1. The catalyst class is: 5. (2) Reactant: [C:1]([C:3]1[C:4]([I:17])=[C:5]([C:12]([O:14][CH2:15][CH3:16])=[O:13])[S:6][C:7]=1S(C)(=O)=O)#[N:2].O1CCOCC1.[NH:24]1[CH2:29][CH2:28][O:27][CH2:26][CH2:25]1. Product: [C:1]([C:3]1[C:4]([I:17])=[C:5]([C:12]([O:14][CH2:15][CH3:16])=[O:13])[S:6][C:7]=1[N:24]1[CH2:29][CH2:28][O:27][CH2:26][CH2:25]1)#[N:2]. The catalyst class is: 6. (3) Reactant: [Cl:1][C:2]1[CH:7]=[C:6]([O:8][CH3:9])[CH:5]=[C:4]([O:10][CH3:11])[CH:3]=1.[CH:12]1([C:15](Cl)=[O:16])[CH2:14][CH2:13]1.[Al+3].[Cl-].[Cl-].[Cl-]. Product: [Cl:1][C:2]1[CH:3]=[C:4]([O:10][CH3:11])[CH:5]=[C:6]([O:8][CH3:9])[C:7]=1[C:15]([CH:12]1[CH2:14][CH2:13]1)=[O:16]. The catalyst class is: 26. (4) Reactant: [CH2:1]([Sn](CCCC)(CCCC)C=C)[CH2:2]CC.Cl[C:17]1[O:18][C:19]([C:22]([O:24][CH2:25][CH3:26])=[O:23])=[CH:20][N:21]=1. Product: [CH:1]([C:17]1[O:18][C:19]([C:22]([O:24][CH2:25][CH3:26])=[O:23])=[CH:20][N:21]=1)=[CH2:2]. The catalyst class is: 184. (5) Reactant: [Cl:1][C:2]1[N:3]=[C:4](Cl)[C:5]2[S:10][CH:9]=[C:8]([CH3:11])[C:6]=2[N:7]=1.[CH:13]1([NH2:16])[CH2:15][CH2:14]1. Product: [Cl:1][C:2]1[N:3]=[C:4]([NH:16][CH:13]2[CH2:15][CH2:14]2)[C:5]2[S:10][CH:9]=[C:8]([CH3:11])[C:6]=2[N:7]=1. The catalyst class is: 3. (6) Product: [C:18]([C:16]1[CH:17]=[C:9]([NH:8][C:62]([NH:61][C:54]2[C:55]3[C:60](=[CH:59][CH:58]=[CH:57][CH:56]=3)[C:51]([O:50][C:48]3[CH:47]=[CH:46][N:45]=[C:44]([NH:43][C:28]4[CH:29]=[C:30]([O:32][CH2:33][CH2:34][O:35][CH2:36][CH2:37][O:38][CH2:39][CH2:40][O:41][CH3:42])[CH:31]=[C:26]([O:25][CH3:24])[CH:27]=4)[CH:49]=3)=[CH:52][CH:53]=2)=[O:63])[C:10]([O:22][CH3:23])=[C:11]([CH:15]=1)[C:12]([NH2:14])=[O:13])([CH3:20])([CH3:19])[CH3:21]. The catalyst class is: 480. Reactant: C(N(CC)CC)C.[NH2:8][C:9]1[C:10]([O:22][CH3:23])=[C:11]([CH:15]=[C:16]([C:18]([CH3:21])([CH3:20])[CH3:19])[CH:17]=1)[C:12]([NH2:14])=[O:13].[CH3:24][O:25][C:26]1[CH:27]=[C:28]([NH:43][C:44]2[CH:49]=[C:48]([O:50][C:51]3[C:60]4[C:55](=[CH:56][CH:57]=[CH:58][CH:59]=4)[C:54]([NH:61][C:62](=O)[O:63]C4C=CC=CC=4)=[CH:53][CH:52]=3)[CH:47]=[CH:46][N:45]=2)[CH:29]=[C:30]([O:32][CH2:33][CH2:34][O:35][CH2:36][CH2:37][O:38][CH2:39][CH2:40][O:41][CH3:42])[CH:31]=1.